From a dataset of Hepatocyte clearance measurements from AstraZeneca. Regression/Classification. Given a drug SMILES string, predict its absorption, distribution, metabolism, or excretion properties. Task type varies by dataset: regression for continuous measurements (e.g., permeability, clearance, half-life) or binary classification for categorical outcomes (e.g., BBB penetration, CYP inhibition). For this dataset (clearance_hepatocyte_az), we predict log10(clearance) (log10 of the in vitro intrinsic clearance, CLint, in uL/min per 10^6 hepatocytes; values are censored to the assay range of 3 to 150, which is 0.477 to 2.18 on this log10 scale). (1) The compound is CCc1[nH]c2nc(Sc3cnc4ccc[n+]([O-])c4c3)nc(N3CC[C@@H](N)C3)c2c1Cl. The log10(clearance) is 2.05. (2) The molecule is Cc1c[nH]c(-c2cnc(NCCNc3ccc(C#N)cn3)nc2-c2ccc(Cl)cc2Cl)n1. The log10(clearance) is 2.03. (3) The drug is Cc1ccccc1NC(=O)CCS(=O)(=O)c1ccc(Br)s1. The log10(clearance) is 2.18.